Dataset: Forward reaction prediction with 1.9M reactions from USPTO patents (1976-2016). Task: Predict the product of the given reaction. (1) Given the reactants [CH:1]1([O:7][N:8]2C(=O)C3C(=CC=CC=3)C2=O)[CH2:6][CH2:5][CH2:4][CH2:3][CH2:2]1.NN.[CH3:21][O:22][C:23]1[CH:28]=[CH:27][C:26]([S:29](Cl)(=[O:31])=[O:30])=[CH:25][CH:24]=1.C(N(C(C)C)CC)(C)C, predict the reaction product. The product is: [CH:1]1([O:7][NH:8][S:29]([C:26]2[CH:25]=[CH:24][C:23]([O:22][CH3:21])=[CH:28][CH:27]=2)(=[O:31])=[O:30])[CH2:2][CH2:3][CH2:4][CH2:5][CH2:6]1. (2) The product is: [CH2:30]([O:32][C:3]1[CH:8]=[CH:7][N:6]=[C:5]([O:9][C@H:10]2[CH2:15][N:14]([C:16]([C:18]3[CH:22]=[CH:21][S:20][C:19]=3[C:23]3[N:28]=[CH:27][CH:26]=[CH:25][N:24]=3)=[O:17])[C@H:13]([CH3:29])[CH2:12][CH2:11]2)[CH:4]=1)[CH3:31]. Given the reactants [Na].Br[C:3]1[CH:8]=[CH:7][N:6]=[C:5]([O:9][C@H:10]2[CH2:15][N:14]([C:16]([C:18]3[CH:22]=[CH:21][S:20][C:19]=3[C:23]3[N:28]=[CH:27][CH:26]=[CH:25][N:24]=3)=[O:17])[C@H:13]([CH3:29])[CH2:12][CH2:11]2)[CH:4]=1.[CH2:30]([OH:32])[CH3:31], predict the reaction product. (3) Given the reactants I.[NH2:2][C:3]1[C:4]([C:11]([NH:13][C:14](=[NH:17])SC)=[O:12])=[N:5][C:6]([Cl:10])=[C:7]([NH2:9])[N:8]=1.Br.[OH:19][C:20]1[CH:25]=[CH:24][C:23]([CH2:26][CH2:27][CH2:28][CH2:29][NH2:30])=[CH:22][CH:21]=1, predict the reaction product. The product is: [ClH:10].[OH:19][C:20]1[CH:21]=[CH:22][C:23]([CH2:26][CH2:27][CH2:28][CH2:29][NH:30][C:14]([NH:13][C:11]([C:4]2[C:3]([NH2:2])=[N:8][C:7]([NH2:9])=[C:6]([Cl:10])[N:5]=2)=[O:12])=[NH:17])=[CH:24][CH:25]=1. (4) Given the reactants [SH:1][CH2:2][CH2:3][C:4]([N:6]1[CH2:10][CH2:9][CH2:8][C@@H:7]1[C:11]([OH:13])=[O:12])=[O:5], predict the reaction product. The product is: [C:11]([C@H:7]1[CH2:8][CH2:9][CH2:10][N:6]1[C:4](=[O:5])[CH2:3][CH2:2][S:1][S:1][CH2:2][CH2:3][C:4]([N:6]1[CH2:10][CH2:9][CH2:8][C@@H:7]1[C:11]([OH:13])=[O:12])=[O:5])([OH:13])=[O:12]. (5) Given the reactants C(N[CH:5]([CH3:7])[CH3:6])(C)C.[Li][CH2:9]CCC.[Br:13][C:14]1[CH:19]=[C:18]([F:20])[CH:17]=[C:16]([F:21])[CH:15]=1.[CH2:22]([O:24]CC)C.[OH2:27], predict the reaction product. The product is: [Br:13][C:14]1[CH:19]=[C:18]([F:20])[C:17]([C:22]([O:24][C:5]([CH3:7])([CH3:9])[CH3:6])=[O:27])=[C:16]([F:21])[CH:15]=1.